Dataset: Full USPTO retrosynthesis dataset with 1.9M reactions from patents (1976-2016). Task: Predict the reactants needed to synthesize the given product. (1) Given the product [NH:1]1[CH2:6][CH2:5][CH:4]([NH:7][C:8]([C:10]2[C:11]([C:16]3[NH:28][C:21]4[CH:26]=[CH:25][CH:24]=[CH:23][C:22]=4[N:27]=3)=[N:12][NH:13][C:14]=2[CH3:15])=[O:9])[CH2:3][CH2:2]1, predict the reactants needed to synthesize it. The reactants are: [NH:1]1[CH2:6][CH2:5][CH:4]([NH:7][C:8]([C:10]2[C:11]([CH:16]=O)=[N:12][NH:13][C:14]=2[CH3:15])=[O:9])[CH2:3][CH2:2]1.CCO.[C:21]1([NH2:28])[CH:26]=[CH:25][CH:24]=[CH:23][C:22]=1[NH2:27].S(=O)(O)[O-].[Na+]. (2) Given the product [Cl:17][C:11]1[C:12]([N:14]([CH3:16])[CH3:15])=[CH:13][C:8]2[N:7]=[C:21]([C:22]3[CH:27]=[CH:26][CH:25]=[C:24]([N:28]4[CH:32]=[C:31]([CH2:33][OH:34])[CH:30]=[N:29]4)[CH:23]=3)[CH2:20][C:19](=[O:42])[NH:18][C:9]=2[CH:10]=1, predict the reactants needed to synthesize it. The reactants are: C(OC(=O)[NH:7][C:8]1[CH:13]=[C:12]([N:14]([CH3:16])[CH3:15])[C:11]([Cl:17])=[CH:10][C:9]=1[NH:18][C:19](=[O:42])[CH2:20][C:21](=O)[C:22]1[CH:27]=[CH:26][CH:25]=[C:24]([N:28]2[CH:32]=[C:31]([CH2:33][O:34]C3CCCCO3)[CH:30]=[N:29]2)[CH:23]=1)(C)(C)C.C(O)(C(F)(F)F)=O. (3) Given the product [CH2:15]1[C:11]2([CH2:10][CH2:9][NH:8][CH2:24][CH2:23]2)[CH2:12][CH2:13][N:14]1[C:16]([O:18][C:19]([CH3:22])([CH3:21])[CH3:20])=[O:17], predict the reactants needed to synthesize it. The reactants are: C([N:8]1[CH2:24][CH2:23][C:11]2([CH2:15][N:14]([C:16]([O:18][C:19]([CH3:22])([CH3:21])[CH3:20])=[O:17])[CH2:13][CH2:12]2)[CH2:10][CH2:9]1)C1C=CC=CC=1. (4) Given the product [NH:40]1[CH:44]=[CH:43][CH:42]=[C:41]1[C:2]1[CH:3]=[C:4]2[NH:10][C:9]([CH2:11][N:12]3[CH:17]=[CH:16][C:15]4[C:18]([C:21](=[O:31])[C:22]5[C:23]([F:30])=[CH:24][C:25]([F:29])=[CH:26][C:27]=5[F:28])=[CH:19][NH:20][C:14]=4[C:13]3=[O:32])=[N:8][C:5]2=[N:6][CH:7]=1, predict the reactants needed to synthesize it. The reactants are: Br[C:2]1[CH:3]=[C:4]2[NH:10][C:9]([CH2:11][N:12]3[CH:17]=[CH:16][C:15]4[C:18]([C:21](=[O:31])[C:22]5[C:27]([F:28])=[CH:26][C:25]([F:29])=[CH:24][C:23]=5[F:30])=[CH:19][NH:20][C:14]=4[C:13]3=[O:32])=[N:8][C:5]2=[N:6][CH:7]=1.C(OC([N:40]1[CH:44]=[CH:43][CH:42]=[C:41]1B(O)O)=O)(C)(C)C.C(=O)([O-])[O-].[Cs+].[Cs+]. (5) The reactants are: [C:1]([O:5][C:6]([NH:8][C@@H:9]([CH2:14][CH2:15][S:16][CH3:17])[C:10](OC)=[O:11])=[O:7])([CH3:4])([CH3:3])[CH3:2].[NH2:18][OH:19]. Given the product [OH:19][NH:18][C:10](=[O:11])[C@@H:9]([NH:8][C:6](=[O:7])[O:5][C:1]([CH3:4])([CH3:3])[CH3:2])[CH2:14][CH2:15][S:16][CH3:17], predict the reactants needed to synthesize it. (6) The reactants are: [Cl:1][C:2]1[CH:16]=[CH:15][C:5]2[NH:6][C:7]([C@@H:9]([NH2:14])[CH2:10][CH2:11][S:12][CH3:13])=[N:8][C:4]=2[CH:3]=1.[N:17]1([C:24]2[CH:32]=[CH:31][C:27]([C:28](Cl)=[O:29])=[CH:26][C:25]=2[N+:33]([O-:35])=[O:34])[CH2:22][CH2:21][O:20][CH2:19][C:18]1=[O:23]. Given the product [Cl:1][C:2]1[CH:16]=[CH:15][C:5]2[NH:6][C:7]([C@@H:9]([NH:14][C:28](=[O:29])[C:27]3[CH:31]=[CH:32][C:24]([N:17]4[CH2:22][CH2:21][O:20][CH2:19][C:18]4=[O:23])=[C:25]([N+:33]([O-:35])=[O:34])[CH:26]=3)[CH2:10][CH2:11][S:12][CH3:13])=[N:8][C:4]=2[CH:3]=1, predict the reactants needed to synthesize it. (7) Given the product [CH3:32][C:31]1[CH:30]=[CH:29][C:15]([C:16]([NH:18][C:19]2[CH:24]=[CH:23][CH:22]=[C:21]([C:25]([F:26])([F:27])[F:28])[CH:20]=2)=[O:17])=[CH:14][C:13]=1[NH:12][C:2]1[N:7]=[CH:6][N:5]=[C:4]2[N:8]([CH3:11])[N:9]=[CH:10][C:3]=12, predict the reactants needed to synthesize it. The reactants are: Cl[C:2]1[N:7]=[CH:6][N:5]=[C:4]2[N:8]([CH3:11])[N:9]=[CH:10][C:3]=12.[NH2:12][C:13]1[CH:14]=[C:15]([CH:29]=[CH:30][C:31]=1[CH3:32])[C:16]([NH:18][C:19]1[CH:24]=[CH:23][CH:22]=[C:21]([C:25]([F:28])([F:27])[F:26])[CH:20]=1)=[O:17].